Task: Binary Classification. Given a drug SMILES string, predict its activity (active/inactive) in a high-throughput screening assay against a specified biological target.. Dataset: HIV replication inhibition screening data with 41,000+ compounds from the AIDS Antiviral Screen (1) The molecule is O=C1c2ccccc2-c2nccc3ccnc1c23. The result is 0 (inactive). (2) The compound is OCC1CC#CC=CC#CCC1CO. The result is 0 (inactive). (3) The compound is CC(=O)OC1CCC2C3CCC4Nc5c(cnn5-c5ccccc5)CC4(C)C3CCC12C. The result is 0 (inactive). (4) The molecule is COc1cc(C(=O)C=Cc2ccc(OCC#N)cc2)cc(OC)c1OC. The result is 0 (inactive).